This data is from Forward reaction prediction with 1.9M reactions from USPTO patents (1976-2016). The task is: Predict the product of the given reaction. Given the reactants [OH:1][C@@H:2]([C:7]1[C:19]([CH3:20])=[CH:18][N:10]2[N:11]=[C:12]3[C:17]([CH:16]=[CH:15][CH:14]=[CH:13]3)=[C:9]2[C:8]=1[O:21][S:22]([C:25]([F:28])([F:27])[F:26])(=[O:24])=[O:23])[C:3]([O:5][CH3:6])=[O:4].C(O[C:33]([CH3:36])([CH3:35])[CH3:34])(=O)C.Cl(O)(=O)(=O)=O, predict the reaction product. The product is: [C:33]([O:1][C@@H:2]([C:7]1[C:19]([CH3:20])=[CH:18][N:10]2[N:11]=[C:12]3[C:17]([CH:16]=[CH:15][CH:14]=[CH:13]3)=[C:9]2[C:8]=1[O:21][S:22]([C:25]([F:26])([F:27])[F:28])(=[O:24])=[O:23])[C:3]([O:5][CH3:6])=[O:4])([CH3:36])([CH3:35])[CH3:34].